This data is from Full USPTO retrosynthesis dataset with 1.9M reactions from patents (1976-2016). The task is: Predict the reactants needed to synthesize the given product. (1) Given the product [CH2:2]([O:4][C:5]1[CH:6]=[C:7]([CH2:12][C:13]#[N:14])[CH:8]=[CH:9][C:10]=1[O:18][CH2:15][CH3:23])[CH3:3], predict the reactants needed to synthesize it. The reactants are: Br[CH2:2][CH3:3].[OH:4][C:5]1[CH:6]=[C:7]([CH2:12][C:13]#[N:14])[CH:8]=[CH:9][C:10]=1O.[C:15](=[O:18])([O-])[O-].[K+].[K+].[I-].[K+].[CH3:23]N(C)C=O. (2) Given the product [Cl:8][C:6]1[CH:5]=[C:4]([O:9][CH3:10])[N:3]=[C:2]([N:23]2[CH2:24][CH2:25][CH2:26][C@H:22]2[C:20]2[O:19][N:18]=[C:17]([C:12]3[N:13]=[CH:14][CH:15]=[CH:16][N:11]=3)[CH:21]=2)[N:7]=1, predict the reactants needed to synthesize it. The reactants are: Cl[C:2]1[N:7]=[C:6]([Cl:8])[CH:5]=[C:4]([O:9][CH3:10])[N:3]=1.[N:11]1[CH:16]=[CH:15][CH:14]=[N:13][C:12]=1[C:17]1[CH:21]=[C:20]([C@@H:22]2[CH2:26][CH2:25][CH2:24][NH:23]2)[O:19][N:18]=1. (3) Given the product [N:9]1[C:4]2[C:3](=[CH:8][CH:7]=[N:6][CH:5]=2)[CH:1]=[C:21]([C:22]([O:24][CH2:25][CH3:26])=[O:23])[CH:10]=1, predict the reactants needed to synthesize it. The reactants are: [CH:1]([C:3]1[CH:8]=[CH:7][N:6]=[CH:5][C:4]=1[NH:9][C:10](=O)OC(C)(C)C)=O.C(OC=[CH:21][C:22]([O:24][CH2:25][CH3:26])=[O:23])C.C(O)(C(F)(F)F)=O.